This data is from Full USPTO retrosynthesis dataset with 1.9M reactions from patents (1976-2016). The task is: Predict the reactants needed to synthesize the given product. Given the product [ClH:21].[F:22][C:23]1[CH:31]=[C:30]2[C:26]([C:27]([C:41]3[CH:49]=[C:48]4[C:44]([CH:45]=[N:46][N:47]4[CH2:50][CH:51]4[CH2:56][CH2:55][NH:54][CH2:53][CH2:52]4)=[CH:43][CH:42]=3)=[CH:28][NH:29]2)=[CH:25][CH:24]=1, predict the reactants needed to synthesize it. The reactants are: FC1C=C2C(C(I)=CN2S(C2C=CC=CC=2)(=O)=O)=CC=1.[ClH:21].[F:22][C:23]1[CH:31]=[C:30]2[C:26]([C:27]([C:41]3[CH:49]=[C:48]4[C:44]([CH:45]=[N:46][N:47]4[CH2:50][CH:51]4[CH2:56][CH2:55][NH:54][CH2:53][CH2:52]4)=[CH:43][CH:42]=3)=[CH:28][N:29]2S(C2C=CC=CC=2)(=O)=O)=[CH:25][CH:24]=1.Cl.FC1C=C2C(C(C3C=CC4C(C=3)=NN(CC3CCNCC3)C=4)=CN2S(C2C=CC=CC=2)(=O)=O)=CC=1.